The task is: Predict which catalyst facilitates the given reaction.. This data is from Catalyst prediction with 721,799 reactions and 888 catalyst types from USPTO. Reactant: N.C([O:5][CH2:6][CH2:7][CH2:8][CH2:9][N:10]1[C:18]2[C:17](=[O:19])[NH:16][C:15]([NH:20][CH2:21][C:22]3[CH:27]=[CH:26][C:25]([Cl:28])=[C:24]([Cl:29])[CH:23]=3)=[N:14][C:13]=2[N:12]=[CH:11]1)(=O)C. Product: [OH:5][CH2:6][CH2:7][CH2:8][CH2:9][N:10]1[C:18]2[C:17](=[O:19])[NH:16][C:15]([NH:20][CH2:21][C:22]3[CH:27]=[CH:26][C:25]([Cl:28])=[C:24]([Cl:29])[CH:23]=3)=[N:14][C:13]=2[N:12]=[CH:11]1. The catalyst class is: 5.